This data is from Reaction yield outcomes from USPTO patents with 853,638 reactions. The task is: Predict the reaction yield, written as a fraction of the theoretical maximum amount of product (1.0 means a 100% yield; for example, 0.34 means a 34% yield). (1) The reactants are [Br:1][C:2]1[CH:3]=[C:4]([NH:10][C:11]2[N:16]=[CH:15][C:14]([O:17][CH:18]3[CH2:21][N:20](C(OC(C)(C)C)=O)[CH2:19]3)=[CH:13][CH:12]=2)[C:5](=[O:9])[N:6]([CH3:8])[CH:7]=1.[ClH:29].O1CCOCC1. The catalyst is CO. The product is [ClH:29].[NH:20]1[CH2:21][CH:18]([O:17][C:14]2[CH:13]=[CH:12][C:11]([NH:10][C:4]3[C:5](=[O:9])[N:6]([CH3:8])[CH:7]=[C:2]([Br:1])[CH:3]=3)=[N:16][CH:15]=2)[CH2:19]1. The yield is 0.990. (2) The reactants are [H-].[Na+].[Cl:3][C:4]1[CH:8]=[CH:7][NH:6][C:5]=1[C:9]([O:11][CH3:12])=[O:10].C1(P(O[NH2:28])(C2C=CC=CC=2)=O)C=CC=CC=1. The catalyst is CN(C=O)C. The product is [NH2:28][N:6]1[CH:7]=[CH:8][C:4]([Cl:3])=[C:5]1[C:9]([O:11][CH3:12])=[O:10]. The yield is 0.910. (3) The reactants are [CH:1]1([C:4]2[N:9]=[C:8]([C:10]3[CH:11]=[C:12]4[C:16](=[CH:17][CH:18]=3)[N:15](C3CCCCO3)[N:14]=[C:13]4[C:25]3[N:30]=[C:29]([NH:31][C@@H:32]4[CH2:37][CH2:36][CH2:35][N:34](C(OC(C)(C)C)=O)[CH2:33]4)[CH:28]=[N:27][CH:26]=3)[CH:7]=[N:6][CH:5]=2)[CH2:3][CH2:2]1.Cl. The catalyst is CO. The product is [CH:1]1([C:4]2[N:9]=[C:8]([C:10]3[CH:11]=[C:12]4[C:16](=[CH:17][CH:18]=3)[NH:15][N:14]=[C:13]4[C:25]3[N:30]=[C:29]([NH:31][C@@H:32]4[CH2:37][CH2:36][CH2:35][NH:34][CH2:33]4)[CH:28]=[N:27][CH:26]=3)[CH:7]=[N:6][CH:5]=2)[CH2:3][CH2:2]1. The yield is 0.450.